The task is: Predict the reactants needed to synthesize the given product.. This data is from Full USPTO retrosynthesis dataset with 1.9M reactions from patents (1976-2016). (1) Given the product [Cl:1][C:2]1[CH:7]=[CH:6][CH:5]=[CH:4][C:3]=1[C:8]1[C:13]([Cl:14])=[CH:12][C:11]([CH2:15][CH3:16])=[C:10]([NH:17][CH2:18][C:19]([N:54]2[CH2:53][CH2:52][N:51]([C:57](=[O:59])[CH:22]=[CH2:23])[CH2:56][CH2:55]2)=[O:21])[CH:9]=1, predict the reactants needed to synthesize it. The reactants are: [Cl:1][C:2]1[CH:7]=[CH:6][CH:5]=[CH:4][C:3]=1[C:8]1[C:13]([Cl:14])=[CH:12][C:11]([CH2:15][CH3:16])=[C:10]([NH:17][CH2:18][C:19]([OH:21])=O)[CH:9]=1.[CH3:22][CH2:23]N(CC)CC.CCN=C=NCCCN(C)C.Cl.C1C=CC2N(O)N=NC=2C=1.[N:51]1([C:57]([O:59]C(C)(C)C)=O)[CH2:56][CH2:55][NH:54][CH2:53][CH2:52]1. (2) Given the product [ClH:1].[CH2:2]1[C:11]2[C:6](=[CH:7][CH:8]=[CH:9][CH:10]=2)[CH2:5][CH2:4][N:3]1[S:12]([CH2:15][CH:16]([N:23]([OH:26])[CH:24]=[O:25])[C:17]1[CH:18]=[N:19][CH:20]=[CH:21][CH:22]=1)(=[O:13])=[O:14], predict the reactants needed to synthesize it. The reactants are: [ClH:1].[CH2:2]1[C:11]2[C:6](=[CH:7][CH:8]=[CH:9][CH:10]=2)[CH2:5][CH2:4][N:3]1[S:12]([CH2:15][CH:16]([N:23]([OH:26])[CH:24]=[O:25])[C:17]1[CH:18]=[N:19][CH:20]=[CH:21][CH:22]=1)(=[O:14])=[O:13]. (3) Given the product [Cl:1][C:2]1[CH:7]=[CH:6][C:5]([C:8]2[N:12]([C:13]3[CH:18]=[CH:17][C:16]([Cl:19])=[CH:15][C:14]=3[Cl:20])[N:11]=[C:10]([C:21]3[NH:36][C:34](=[O:35])[C:33]([CH3:38])([CH3:37])[N:32]=3)[C:9]=2[CH3:24])=[CH:4][CH:3]=1, predict the reactants needed to synthesize it. The reactants are: [Cl:1][C:2]1[CH:7]=[CH:6][C:5]([C:8]2[N:12]([C:13]3[CH:18]=[CH:17][C:16]([Cl:19])=[CH:15][C:14]=3[Cl:20])[N:11]=[C:10]([C:21](O)=O)[C:9]=2[CH3:24])=[CH:4][CH:3]=1.C(Cl)(=O)C(Cl)=O.Cl.[NH2:32][C:33]([CH3:38])([CH3:37])[C:34]([NH2:36])=[O:35].C(N(CC)CC)C.O=P(Cl)(Cl)Cl. (4) Given the product [CH3:1][O:2][C:3]1[CH:4]=[CH:5][C:6]([C:16]([F:17])([F:18])[F:19])=[C:7]([C:9]2[CH:14]=[CH:13][CH:12]=[C:11]([NH:15][C:32]([C:28]3[NH:29][C:30]4[C:26]([CH:27]=3)=[CH:25][CH:24]=[C:23]([N+:20]([O-:22])=[O:21])[CH:31]=4)=[O:33])[CH:10]=2)[CH:8]=1, predict the reactants needed to synthesize it. The reactants are: [CH3:1][O:2][C:3]1[CH:4]=[CH:5][C:6]([C:16]([F:19])([F:18])[F:17])=[C:7]([C:9]2[CH:14]=[CH:13][CH:12]=[C:11]([NH2:15])[CH:10]=2)[CH:8]=1.[N+:20]([C:23]1[CH:31]=[C:30]2[C:26]([CH:27]=[C:28]([C:32](O)=[O:33])[NH:29]2)=[CH:25][CH:24]=1)([O-:22])=[O:21].CN(C(ON1N=NC2C=CC=NC1=2)=[N+](C)C)C.F[P-](F)(F)(F)(F)F.CCN(C(C)C)C(C)C. (5) Given the product [NH2:23][CH2:22][CH2:21][C:19]1[N:20]=[C:16]([NH:15][C:10]2[C:9]([O:8][CH2:1][C:2]3[CH:7]=[CH:6][CH:5]=[CH:4][CH:3]=3)=[CH:14][CH:13]=[CH:12][N:11]=2)[S:17][CH:18]=1, predict the reactants needed to synthesize it. The reactants are: [CH2:1]([O:8][C:9]1[C:10]([NH:15][C:16]2[S:17][CH:18]=[C:19]([CH2:21][CH2:22][N:23]3C(=O)C4C(=CC=CC=4)C3=O)[N:20]=2)=[N:11][CH:12]=[CH:13][CH:14]=1)[C:2]1[CH:7]=[CH:6][CH:5]=[CH:4][CH:3]=1.O.NN. (6) Given the product [CH3:10][O:8][C:7]([C:5]1[O:6][C:2]([Br:1])=[CH:3][CH:4]=1)=[O:9], predict the reactants needed to synthesize it. The reactants are: [Br:1][C:2]1[O:6][C:5]([C:7]([OH:9])=[O:8])=[CH:4][CH:3]=1.[CH3:10]O.